Dataset: Full USPTO retrosynthesis dataset with 1.9M reactions from patents (1976-2016). Task: Predict the reactants needed to synthesize the given product. (1) Given the product [O:38]=[S:2]1(=[O:1])[CH2:6][CH2:5][CH2:4][CH:3]1[C:7]1[CH:37]=[CH:36][C:10]2[NH:11][C:12]([C:17]3[C:22](=[O:23])[N:21]([CH2:24][C:25]4[CH:30]=[CH:29][C:28]([F:31])=[CH:27][CH:26]=4)[N:20]4[CH:32]=[CH:33][CH:34]=[C:19]4[C:18]=3[OH:35])=[N:13][S:14](=[O:16])(=[O:15])[C:9]=2[CH:8]=1, predict the reactants needed to synthesize it. The reactants are: [O:1]=[S:2]1(=[O:38])[CH2:6][CH2:5][CH:4]=[C:3]1[C:7]1[CH:37]=[CH:36][C:10]2[NH:11][C:12]([C:17]3[C:22](=[O:23])[N:21]([CH2:24][C:25]4[CH:30]=[CH:29][C:28]([F:31])=[CH:27][CH:26]=4)[N:20]4[CH:32]=[CH:33][CH:34]=[C:19]4[C:18]=3[OH:35])=[N:13][S:14](=[O:16])(=[O:15])[C:9]=2[CH:8]=1.[H][H].C(OCC)C. (2) Given the product [N:3]1[N:7]2[CH:8]=[CH:9][CH:10]=[N:11][C:6]2=[C:5]([C:12]2[CH:22]=[C:21]([NH:23][CH:24]3[CH2:25][CH2:26][O:27][CH2:28][CH2:29]3)[C:15]([C:16]([OH:18])=[O:17])=[CH:14][N:13]=2)[CH:4]=1, predict the reactants needed to synthesize it. The reactants are: [OH-].[Na+].[N:3]1[N:7]2[CH:8]=[CH:9][CH:10]=[N:11][C:6]2=[C:5]([C:12]2[CH:22]=[C:21]([NH:23][CH:24]3[CH2:29][CH2:28][O:27][CH2:26][CH2:25]3)[C:15]([C:16]([O:18]CC)=[O:17])=[CH:14][N:13]=2)[CH:4]=1. (3) Given the product [CH2:1]([O:3][C:4]([C:6]1[N:7]=[C:8]([CH3:22])[C:9]2[N:10]([CH3:20])[C:11]3[C:16]([C:17]=2[C:18]=1[OH:19])=[CH:15][CH:14]=[CH:13][CH:12]=3)=[O:5])[CH3:2], predict the reactants needed to synthesize it. The reactants are: [CH2:1]([O:3][C:4]([C:6]1[N:7]=[C:8](Br)[C:9]2[N:10]([CH3:20])[C:11]3[C:16]([C:17]=2[C:18]=1[OH:19])=[CH:15][CH:14]=[CH:13][CH:12]=3)=[O:5])[CH3:2].[CH3:22][Sn](C)(C)C.